From a dataset of TCR-epitope binding with 47,182 pairs between 192 epitopes and 23,139 TCRs. Binary Classification. Given a T-cell receptor sequence (or CDR3 region) and an epitope sequence, predict whether binding occurs between them. (1) The epitope is ILHCANFNV. The TCR CDR3 sequence is CASSQEATDFYNSPLHF. Result: 1 (the TCR binds to the epitope). (2) The epitope is NYSGVVTTVMF. The TCR CDR3 sequence is CASSGTGAGEQYF. Result: 0 (the TCR does not bind to the epitope).